This data is from Catalyst prediction with 721,799 reactions and 888 catalyst types from USPTO. The task is: Predict which catalyst facilitates the given reaction. (1) Reactant: [CH3:1][O:2][C:3](=[O:20])[C@@H:4](OS(C)(=O)=O)[CH2:5][CH2:6][O:7][Si:8]([C:11]([CH3:14])([CH3:13])[CH3:12])([CH3:10])[CH3:9].[I-:21].[Na+]. Product: [CH3:1][O:2][C:3](=[O:20])[CH:4]([I:21])[CH2:5][CH2:6][O:7][Si:8]([C:11]([CH3:14])([CH3:13])[CH3:12])([CH3:10])[CH3:9]. The catalyst class is: 131. (2) Reactant: [CH:1]1([CH2:7][N:8]2[C:16]3[C:11](=[CH:12][CH:13]=[CH:14][C:15]=3[Cl:17])[C:10]([C:18]([OH:20])=O)=[CH:9]2)[CH2:6][CH2:5][CH2:4][CH2:3][CH2:2]1.C(Cl)(=O)C(Cl)=O.O.[NH2:28][NH2:29]. Product: [CH:1]1([CH2:7][N:8]2[C:16]3[C:11](=[CH:12][CH:13]=[CH:14][C:15]=3[Cl:17])[C:10]([C:18]([NH:28][NH2:29])=[O:20])=[CH:9]2)[CH2:6][CH2:5][CH2:4][CH2:3][CH2:2]1. The catalyst class is: 268. (3) Reactant: Cl[C:2]1[N:11]=[C:10]([NH:12][CH2:13][CH2:14][C:15]2[CH:20]=[CH:19][C:18]([O:21][CH3:22])=[CH:17][CH:16]=2)[C:9]2[C:4](=[CH:5][CH:6]=[CH:7][CH:8]=2)[N:3]=1.[NH:23]1[CH2:29][CH2:28][CH2:27][C@H:24]1[CH2:25][OH:26].CCN(C(C)C)C(C)C. Product: [CH3:22][O:21][C:18]1[CH:19]=[CH:20][C:15]([CH2:14][CH2:13][NH:12][C:10]2[C:9]3[C:4](=[CH:5][CH:6]=[CH:7][CH:8]=3)[N:3]=[C:2]([N:23]3[CH2:29][CH2:28][CH2:27][CH:24]3[CH2:25][OH:26])[N:11]=2)=[CH:16][CH:17]=1. The catalyst class is: 114. (4) Reactant: [CH:1]([C:3]1[CH:8]=[CH:7][N:6]=[C:5]([S:9][CH3:10])[N:4]=1)=[O:2].[BH4-].[Na+]. Product: [CH3:10][S:9][C:5]1[N:4]=[C:3]([CH2:1][OH:2])[CH:8]=[CH:7][N:6]=1. The catalyst class is: 5. (5) Reactant: [OH:1][CH:2]1[CH2:6][O:5][CH2:4][CH:3]1[O:7][C:8]1[CH:9]=[C:10]([C:21]([O:23]C)=[O:22])[CH:11]=[C:12]([C:14]2[CH:19]=[CH:18][C:17]([CH3:20])=[CH:16][CH:15]=2)[CH:13]=1.[OH-].[Li+].OS(O)(=O)=O. The catalyst class is: 38. Product: [OH:1][CH:2]1[CH2:6][O:5][CH2:4][CH:3]1[O:7][C:8]1[CH:9]=[C:10]([C:21]([OH:23])=[O:22])[CH:11]=[C:12]([C:14]2[CH:15]=[CH:16][C:17]([CH3:20])=[CH:18][CH:19]=2)[CH:13]=1. (6) Reactant: C(=O)([O-])[O-].[K+].[K+].I[CH2:8][CH2:9][CH3:10].[CH3:11][C:12]1[CH:17]=[CH:16][C:15]([OH:18])=[CH:14][C:13]=1[N+:19]([O-:21])=[O:20]. Product: [CH3:11][C:12]1[CH:17]=[CH:16][C:15]([O:18][CH2:8][CH2:9][CH3:10])=[CH:14][C:13]=1[N+:19]([O-:21])=[O:20]. The catalyst class is: 3. (7) Reactant: [CH3:1][CH:2]([O:4][C@H:5]1[CH2:10][CH2:9][C@H:8]([N:11]2[CH2:16][CH2:15][CH:14]([NH:17]C(=O)OC(C)(C)C)[CH2:13][CH2:12]2)[CH2:7][CH2:6]1)[CH3:3].[ClH:25].O1CCOCC1. Product: [ClH:25].[ClH:25].[CH3:3][CH:2]([O:4][C@H:5]1[CH2:6][CH2:7][C@H:8]([N:11]2[CH2:12][CH2:13][CH:14]([NH2:17])[CH2:15][CH2:16]2)[CH2:9][CH2:10]1)[CH3:1]. The catalyst class is: 4. (8) Reactant: [F:1][C:2]1[CH:7]=[CH:6][C:5]([OH:8])=[CH:4][C:3]=1[O:9][CH2:10][O:11][CH3:12].[Br:13]N1C(=O)CCC1=O. Product: [Br:13][C:6]1[CH:7]=[C:2]([F:1])[C:3]([O:9][CH2:10][O:11][CH3:12])=[CH:4][C:5]=1[OH:8]. The catalyst class is: 4. (9) Reactant: [C:1]([C:4]1[N:5]=[C:6]([N:9]2[CH2:12][CH:11]([OH:13])[CH2:10]2)[O:7][CH:8]=1)(=[O:3])[NH2:2].[CH3:14][S:15](Cl)(=[O:17])=[O:16].C(N(CC)CC)C.CO. Product: [C:1]([C:4]1[N:5]=[C:6]([N:9]2[CH2:12][CH:11]([O:13][S:15]([CH3:14])(=[O:17])=[O:16])[CH2:10]2)[O:7][CH:8]=1)(=[O:3])[NH2:2]. The catalyst class is: 202. (10) Reactant: [N+:1]([C:4]1[CH:9]=[CH:8][CH:7]=[CH:6][C:5]=1[S:10]([NH:13][CH2:14][CH2:15][CH2:16][CH2:17][CH2:18][NH:19][C:20](=[O:26])[O:21][CH2:22][CH2:23][CH2:24][CH3:25])(=[O:12])=[O:11])([O-:3])=[O:2].[C:27](=O)([O-])[O-].[K+].[K+].CI.ClCCl. Product: [CH3:27][N:13]([S:10]([C:5]1[CH:6]=[CH:7][CH:8]=[CH:9][C:4]=1[N+:1]([O-:3])=[O:2])(=[O:12])=[O:11])[CH2:14][CH2:15][CH2:16][CH2:17][CH2:18][NH:19][C:20](=[O:26])[O:21][CH2:22][CH2:23][CH2:24][CH3:25]. The catalyst class is: 95.